Dataset: Catalyst prediction with 721,799 reactions and 888 catalyst types from USPTO. Task: Predict which catalyst facilitates the given reaction. (1) Reactant: [Cl:1][C:2]1[N:7]=[C:6]([C:8]([OH:10])=O)[C:5]([CH3:11])=[CH:4][CH:3]=1.[NH2:12][C:13]1[C:23]([CH3:24])=[CH:22][C:16]([C:17]([O:19][CH2:20][CH3:21])=[O:18])=[CH:15][C:14]=1[CH3:25].C(N(CC)C(C)C)(C)C.CCCP1(OP(CCC)(=O)OP(CCC)(=O)O1)=O. Product: [Cl:1][C:2]1[N:7]=[C:6]([C:8]([NH:12][C:13]2[C:14]([CH3:25])=[CH:15][C:16]([C:17]([O:19][CH2:20][CH3:21])=[O:18])=[CH:22][C:23]=2[CH3:24])=[O:10])[C:5]([CH3:11])=[CH:4][CH:3]=1. The catalyst class is: 2. (2) Reactant: [Si:1]([O:8][CH2:9][C@H:10]1[N:15]([C:16]([O:18][C:19]([CH3:22])([CH3:21])[CH3:20])=[O:17])[CH2:14][C@@H:13]([CH:23]=O)[O:12][CH2:11]1)([C:4]([CH3:7])([CH3:6])[CH3:5])([CH3:3])[CH3:2].[C:25]([O-])([O-])=O.[K+].[K+]. Product: [C:23]([C@H:13]1[O:12][CH2:11][C@H:10]([CH2:9][O:8][Si:1]([C:4]([CH3:6])([CH3:5])[CH3:7])([CH3:2])[CH3:3])[N:15]([C:16]([O:18][C:19]([CH3:21])([CH3:20])[CH3:22])=[O:17])[CH2:14]1)#[CH:25]. The catalyst class is: 5. (3) Reactant: [CH2:1]([NH:4][NH2:5])[CH:2]=[CH2:3].C(N(CC)CC)C.Br[CH2:14][C:15]([O:17][CH2:18][CH3:19])=[O:16]. Product: [CH2:1]([N:4]([CH2:14][C:15]([O:17][CH2:18][CH3:19])=[O:16])[NH2:5])[CH:2]=[CH2:3]. The catalyst class is: 96. (4) Reactant: [CH3:1][O:2][C:3]1[CH:12]=[CH:11][C:10]2[C:5](=[C:6]([CH:13]3[CH2:15][O:14]3)[CH:7]=[CH:8][N:9]=2)[N:4]=1.[N:16]([N:18]1[CH2:23][CH2:22][NH:21][CH2:20][CH2:19]1)=[O:17]. Product: [CH3:1][O:2][C:3]1[N:4]=[C:5]2[C:10](=[CH:11][CH:12]=1)[N:9]=[CH:8][CH:7]=[C:6]2[C@H:13]([OH:14])[CH2:15][N:21]1[CH2:22][CH2:23][N:18]([N:16]=[O:17])[CH2:19][CH2:20]1. The catalyst class is: 3.